Binary Classification. Given a drug SMILES string, predict its activity (active/inactive) in a high-throughput screening assay against a specified biological target. From a dataset of Serine/threonine kinase 33 screen with 319,792 compounds. (1) The compound is N1(CCC(N(C2CCCCC2)C)CC1)CC. The result is 0 (inactive). (2) The result is 0 (inactive). The compound is OC1(c2c3c([nH]c2C)cccc3)c2c(NC1=O)ccc(c2)C. (3) The molecule is Clc1ccc(CCNC(=O)COC(=O)c2ncccc2)cc1. The result is 0 (inactive).